From a dataset of Forward reaction prediction with 1.9M reactions from USPTO patents (1976-2016). Predict the product of the given reaction. (1) Given the reactants [F:1][C:2]1[CH:34]=[CH:33][C:5]([CH2:6][N:7]2[CH2:12][CH2:11][N:10]3[C:13]4[CH2:30][CH2:29][NH:28][C:27](=[O:31])[C:14]=4[C:15]([O:16][S:17]([C:20]4[C:21]([CH3:26])=[CH:22][CH:23]=[CH:24][CH:25]=4)(=[O:19])=[O:18])=[C:9]3[C:8]2=[O:32])=[CH:4][CH:3]=1.C[Si]([N-][Si](C)(C)C)(C)C.[Li+].C1COCC1.Br[CH2:51][C:52]1[CH:57]=[CH:56][N:55]=[CH:54][CH:53]=1, predict the reaction product. The product is: [F:1][C:2]1[CH:3]=[CH:4][C:5]([CH2:6][N:7]2[CH2:12][CH2:11][N:10]3[C:13]4[CH2:30][CH2:29][N:28]([CH2:51][C:52]5[CH:57]=[CH:56][N:55]=[CH:54][CH:53]=5)[C:27](=[O:31])[C:14]=4[C:15]([O:16][S:17]([C:20]4[C:21]([CH3:26])=[CH:22][CH:23]=[CH:24][CH:25]=4)(=[O:19])=[O:18])=[C:9]3[C:8]2=[O:32])=[CH:33][CH:34]=1. (2) The product is: [CH:1]1([C:7]2[C:8]3[CH:29]=[CH:28][C:27]([C:30]([O:32][CH3:33])=[O:31])=[CH:26][C:9]=3[N:10]3[C:16]=2[C:15]2[CH:17]=[CH:18][CH:19]=[CH:20][C:14]=2[O:13][CH:12]([C:21]([OH:23])=[O:22])[CH2:11]3)[CH2:2][CH2:3][CH2:4][CH2:5][CH2:6]1. Given the reactants [CH:1]1([C:7]2[C:8]3[CH:29]=[CH:28][C:27]([C:30]([O:32][CH3:33])=[O:31])=[CH:26][C:9]=3[N:10]3[C:16]=2[C:15]2[CH:17]=[CH:18][CH:19]=[CH:20][C:14]=2[O:13][CH:12]([C:21]([O:23]CC)=[O:22])[CH2:11]3)[CH2:6][CH2:5][CH2:4][CH2:3][CH2:2]1.O.[OH-].[Li+].Cl, predict the reaction product. (3) Given the reactants [C:1]1([C:7]2[CH:8]=[C:9]3[N:15]=[C:14]([CH2:16][CH2:17][CH:18]4[NH:24][C:23](=[O:25])[CH2:22][CH2:21][CH2:20][CH2:19]4)[NH:13][C:10]3=[N:11][CH:12]=2)[CH:6]=[CH:5][CH:4]=[CH:3][CH:2]=1.BrC1C=C2N=C(CCC3NC(=O)CCCC3)NC2=NC=1.C(=O)([O-])[O-].[Na+].[Na+].[CH2:52]([N:54]1[CH2:59][CH2:58][N:57]([S:60](C2C=CC(B3OC(C)(C)C(C)(C)O3)=CC=2)(=[O:62])=[O:61])[CH2:56][CH2:55]1)[CH3:53], predict the reaction product. The product is: [CH2:52]([N:54]1[CH2:59][CH2:58][N:57]([S:60]([C:4]2[CH:3]=[CH:2][C:1]([C:7]3[CH:8]=[C:9]4[N:15]=[C:14]([CH2:16][CH2:17][CH:18]5[NH:24][C:23](=[O:25])[CH2:22][CH2:21][CH2:20][CH2:19]5)[NH:13][C:10]4=[N:11][CH:12]=3)=[CH:6][CH:5]=2)(=[O:61])=[O:62])[CH2:56][CH2:55]1)[CH3:53]. (4) Given the reactants Cl.[Br:2][C:3]1[CH:8]=[CH:7][CH:6]=[CH:5][C:4]=1[CH2:9][NH2:10].C(N(CC)CC)C.[C:18](OC(=O)C)(=[O:20])[CH3:19].Cl, predict the reaction product. The product is: [Br:2][C:3]1[CH:8]=[CH:7][CH:6]=[CH:5][C:4]=1[CH2:9][NH:10][C:18](=[O:20])[CH3:19]. (5) Given the reactants [CH2:1]1[C:9]2[C:4](=[CH:5][CH:6]=[CH:7][CH:8]=2)[CH2:3][N:2]1[N:10]([CH3:35])[C:11](=[O:34])[CH2:12][N:13]([C:18]1[CH:19]=[C:20]2[C:24](=[CH:25][C:26]=1[CH3:27])[N:23](C1CCCCO1)[N:22]=[CH:21]2)[CH2:14][C:15]([OH:17])=[O:16].S(=O)(=O)(O)O.[CH2:41](O)[CH3:42], predict the reaction product. The product is: [CH2:41]([O:17][C:15](=[O:16])[CH2:14][N:13]([CH2:12][C:11]([N:10]([N:2]1[CH2:3][C:4]2[C:9](=[CH:8][CH:7]=[CH:6][CH:5]=2)[CH2:1]1)[CH3:35])=[O:34])[C:18]1[CH:19]=[C:20]2[C:24](=[CH:25][C:26]=1[CH3:27])[NH:23][N:22]=[CH:21]2)[CH3:42]. (6) Given the reactants Cl[C:2]1[C:11]2[C:6](=[CH:7][CH:8]=[C:9]([Cl:12])[N:10]=2)[N:5]=[CH:4][C:3]=1[C:13](=[O:15])[CH3:14].Cl.Cl.[CH3:18][N:19]([CH3:27])[C@H:20]1[CH2:25][CH2:24][C@H:23]([NH2:26])[CH2:22][CH2:21]1, predict the reaction product. The product is: [Cl:12][C:9]1[N:10]=[C:11]2[C:6](=[CH:7][CH:8]=1)[N:5]=[CH:4][C:3]([C:13](=[O:15])[CH3:14])=[C:2]2[NH:26][C@H:23]1[CH2:24][CH2:25][C@H:20]([N:19]([CH3:27])[CH3:18])[CH2:21][CH2:22]1. (7) Given the reactants [Cl:1][C:2]1[CH:10]=[C:9]([F:11])[C:8]([S:12]([NH:15][C:16]2[CH:21]=[CH:20][CH:19]=[CH:18][C:17]=2[F:22])(=[O:14])=[O:13])=[CH:7][C:3]=1[C:4]([OH:6])=O.CN(C(ON1N=NC2C=CC=NC1=2)=[N+](C)C)C.F[P-](F)(F)(F)(F)F.[CH2:47]1[NH:52][CH2:51][CH2:50][N:49]2[CH2:53][CH2:54][CH2:55][C@H:48]12, predict the reaction product. The product is: [Cl:1][C:2]1[C:3]([C:4]([N:52]2[CH2:51][CH2:50][N:49]3[CH2:53][CH2:54][CH2:55][C@@H:48]3[CH2:47]2)=[O:6])=[CH:7][C:8]([S:12]([NH:15][C:16]2[CH:21]=[CH:20][CH:19]=[CH:18][C:17]=2[F:22])(=[O:14])=[O:13])=[C:9]([F:11])[CH:10]=1. (8) Given the reactants S(=O)(=O)(O)O.[NH2:6][C:7]1[C:14]([F:15])=[C:13]([F:16])[C:10](C#N)=[C:9]([F:17])[C:8]=1[F:18].NC1C(F)=C(F)C(F)=C(F)C=1C#N, predict the reaction product. The product is: [F:15][C:14]1[C:13]([F:16])=[CH:10][C:9]([F:17])=[C:8]([F:18])[C:7]=1[NH2:6]. (9) Given the reactants [NH2:1][C:2]1[CH:3]=[C:4]([OH:8])[CH:5]=[CH:6][CH:7]=1.C([O-])([O-])=O.[K+].[K+].[N+:15]([C:18]1[CH:19]=[C:20]([C:27]([F:30])([F:29])[F:28])[CH:21]=[C:22]([N+]([O-])=O)[CH:23]=1)([O-:17])=[O:16], predict the reaction product. The product is: [F:28][C:27]([F:29])([F:30])[C:20]1[CH:21]=[C:22]([CH:23]=[C:18]([N+:15]([O-:17])=[O:16])[CH:19]=1)[O:8][C:4]1[CH:3]=[C:2]([NH2:1])[CH:7]=[CH:6][CH:5]=1.